This data is from Forward reaction prediction with 1.9M reactions from USPTO patents (1976-2016). The task is: Predict the product of the given reaction. (1) Given the reactants [CH:1]([N:4]1[C:8]([C:9]2[N:18]=[C:17]3[N:11]([CH2:12][CH2:13][O:14][C:15]4[CH:22]=[C:21]([O:23][C:24]5([C:27](O)=[O:28])[CH2:26][CH2:25]5)[CH:20]=[CH:19][C:16]=43)[CH:10]=2)=[N:7][C:6]([CH3:30])=[N:5]1)([CH3:3])[CH3:2].[CH3:31][N:32]1[CH2:37][CH2:36][NH:35][CH2:34][CH2:33]1.CN(C(ON1N=NC2C=CC=NC1=2)=[N+](C)C)C.F[P-](F)(F)(F)(F)F.CCN(C(C)C)C(C)C, predict the reaction product. The product is: [CH:1]([N:4]1[C:8]([C:9]2[N:18]=[C:17]3[N:11]([CH2:12][CH2:13][O:14][C:15]4[CH:22]=[C:21]([O:23][C:24]5([C:27]([N:35]6[CH2:36][CH2:37][N:32]([CH3:31])[CH2:33][CH2:34]6)=[O:28])[CH2:25][CH2:26]5)[CH:20]=[CH:19][C:16]=43)[CH:10]=2)=[N:7][C:6]([CH3:30])=[N:5]1)([CH3:3])[CH3:2]. (2) Given the reactants N12CCCN=C1CCCCC2.[F:12][C:13]1[CH:18]=[C:17]([F:19])[CH:16]=[CH:15][C:14]=1[C@:20]12[CH2:29][O:28][C@@H:27]([CH:30]3[CH2:33][CH2:32][O:31]3)[CH2:26][C@H:25]1[CH2:24][S:23][C:22]([NH:34]C(=O)C1C=CC=CC=1)=[N:21]2, predict the reaction product. The product is: [F:12][C:13]1[CH:18]=[C:17]([F:19])[CH:16]=[CH:15][C:14]=1[C@:20]12[CH2:29][O:28][C@@H:27]([CH:30]3[CH2:33][CH2:32][O:31]3)[CH2:26][C@H:25]1[CH2:24][S:23][C:22]([NH2:34])=[N:21]2. (3) Given the reactants [CH2:1]([O:8][C:9]1[CH:14]=[CH:13][C:12]([C:15]2[C:23]3[C:22](Cl)=[N:21][CH:20]=[N:19][C:18]=3[N:17]([CH:25]3[CH2:34][CH2:33][C:28]4([O:32][CH2:31][CH2:30][O:29]4)[CH2:27][CH2:26]3)[CH:16]=2)=[CH:11][CH:10]=1)[C:2]1[CH:7]=[CH:6][CH:5]=[CH:4][CH:3]=1.[OH-].[NH4+:36].C(OCC)(=O)C.[Cl-].[Na+], predict the reaction product. The product is: [CH2:1]([O:8][C:9]1[CH:14]=[CH:13][C:12]([C:15]2[C:23]3[C:22]([NH2:36])=[N:21][CH:20]=[N:19][C:18]=3[N:17]([CH:25]3[CH2:34][CH2:33][C:28]4([O:32][CH2:31][CH2:30][O:29]4)[CH2:27][CH2:26]3)[CH:16]=2)=[CH:11][CH:10]=1)[C:2]1[CH:7]=[CH:6][CH:5]=[CH:4][CH:3]=1. (4) Given the reactants [NH2:1][C@H:2]([C:6]([NH:8][C@H:9]([C:14]([OH:16])=[O:15])[CH2:10][CH:11]([CH3:13])[CH3:12])=[O:7])[CH:3]([CH3:5])[CH3:4].[NH:17]([C:26]([O:28][C:29]([CH3:32])([CH3:31])[CH3:30])=[O:27])[CH2:18][C:19]([NH:21][CH2:22][C:23](O)=[O:24])=[O:20].CN1CCOCC1.CN(C=O)C, predict the reaction product. The product is: [NH:17]([C:26]([O:28][C:29]([CH3:32])([CH3:31])[CH3:30])=[O:27])[CH2:18][C:19]([NH:21][CH2:22][C:23]([NH:1][C@H:2]([C:6]([NH:8][C@H:9]([C:14]([OH:16])=[O:15])[CH2:10][CH:11]([CH3:12])[CH3:13])=[O:7])[CH:3]([CH3:5])[CH3:4])=[O:24])=[O:20]. (5) The product is: [ClH:127].[CH3:78][C:76]([O:79][C:80](=[O:101])[CH2:81][C@H:82]([NH:86][S:87]([C:90]1[C:95]([CH3:96])=[CH:94][C:93]([O:97][CH3:98])=[C:92]([CH3:99])[C:91]=1[CH3:100])(=[O:89])=[O:88])[C:68]([NH:67][CH:58]([CH2:57][C:53]1[CH:54]=[C:55]2[C:56](=[CH:51][CH:52]=1)[C:47]([NH2:46])=[N:48][CH:49]=[CH:50]2)[C:59](=[O:66])[N:60]1[CH2:61][CH2:62][CH2:63][CH2:64][CH2:65]1)=[O:74])([CH3:75])[CH3:77]. Given the reactants Cl.NC1C2C(=CC(CC(NC(=O)CNS(C3C(C)=C(C)C4OC(C)(C)CCC=4C=3C)(=O)=O)C(=O)N3CCCCC3)=CC=2)C=CN=1.[NH2:46][C:47]1[C:56]2[C:51](=[CH:52][C:53]([CH2:57][CH:58]([NH:67][C:68](=[O:74])OC(C)(C)C)[C:59](=[O:66])[N:60]3[CH2:65][CH2:64][CH2:63][CH2:62][CH2:61]3)=[CH:54][CH:55]=2)[CH:50]=[CH:49][N:48]=1.[CH3:75][C:76]([O:79][C:80](=[O:101])[CH2:81][C@H:82]([NH:86][S:87]([C:90]1[C:95]([CH3:96])=[CH:94][C:93]([O:97][CH3:98])=[C:92]([CH3:99])[C:91]=1[CH3:100])(=[O:89])=[O:88])C(O)=O)([CH3:78])[CH3:77].N[C@H](C(O)=O)CC(=O)OC(C)(C)C.COC1C=C(C)C(S([Cl:127])(=O)=O)=C(C)C=1C, predict the reaction product.